This data is from Catalyst prediction with 721,799 reactions and 888 catalyst types from USPTO. The task is: Predict which catalyst facilitates the given reaction. (1) Reactant: C[Mg]Br.[CH2:4]([N:11]1[CH2:16][CH2:15][C:14](=[O:17])[CH2:13][CH2:12]1)[C:5]1[CH:10]=[CH:9][CH:8]=[CH:7][CH:6]=1.O1CCC[CH2:19]1.[Cl-].[NH4+]. Product: [CH2:4]([N:11]1[CH2:16][CH2:15][C:14]([CH3:19])([OH:17])[CH2:13][CH2:12]1)[C:5]1[CH:6]=[CH:7][CH:8]=[CH:9][CH:10]=1. The catalyst class is: 27. (2) Reactant: [C:1]1([C:26]2[CH:31]=[CH:30][CH:29]=[CH:28][CH:27]=2)[CH:6]=[CH:5][C:4]([CH2:7][CH:8]([OH:25])[CH2:9][C:10]2[O:14][C:13]([C:15]3[N:20]=[C:19]([C:21]([O:23]C)=[O:22])[CH:18]=[CH:17][CH:16]=3)=[N:12][N:11]=2)=[CH:3][CH:2]=1. Product: [C:1]1([C:26]2[CH:31]=[CH:30][CH:29]=[CH:28][CH:27]=2)[CH:2]=[CH:3][C:4]([CH2:7][CH:8]([OH:25])[CH2:9][C:10]2[O:14][C:13]([C:15]3[N:20]=[C:19]([C:21]([OH:23])=[O:22])[CH:18]=[CH:17][CH:16]=3)=[N:12][N:11]=2)=[CH:5][CH:6]=1. The catalyst class is: 100. (3) Reactant: [NH:1]1[C:9]2[C:4](=[CH:5][CH:6]=[CH:7][N:8]=2)[CH:3]=[CH:2]1.C1C=C(Cl)C=C(C(OO)=[O:18])C=1.C(=O)([O-])[O-].[K+].[K+]. Product: [N+:1]1([O-:18])[CH:2]=[CH:3][C:4]2[C:9]=1[NH:8][CH:7]=[CH:6][CH:5]=2. The catalyst class is: 84. (4) Reactant: [NH:1]1[CH2:5][CH2:4][CH:3]([OH:6])[CH2:2]1.[CH2:7]([O:14][C:15](O[C:15]([O:14][CH2:7][C:8]1[CH:13]=[CH:12][CH:11]=[CH:10][CH:9]=1)=[O:16])=[O:16])[C:8]1[CH:13]=[CH:12][CH:11]=[CH:10][CH:9]=1. Product: [OH:6][CH:3]1[CH2:4][CH2:5][N:1]([C:15]([O:14][CH2:7][C:8]2[CH:13]=[CH:12][CH:11]=[CH:10][CH:9]=2)=[O:16])[CH2:2]1. The catalyst class is: 464. (5) Reactant: [F:1][C:2]1[CH:7]=[C:6]([I:8])[CH:5]=[CH:4][C:3]=1[NH:9][C:10]1[N:11]([CH3:22])[C:12](=[O:21])[C:13]([CH3:20])=[CH:14][C:15]=1[C:16]([O:18]C)=O.[CH:23]([O:25][CH2:26][CH2:27][O:28][NH2:29])=[CH2:24].C[Si]([N-][Si](C)(C)C)(C)C.[Li+]. Product: [F:1][C:2]1[CH:7]=[C:6]([I:8])[CH:5]=[CH:4][C:3]=1[NH:9][C:10]1[N:11]([CH3:22])[C:12](=[O:21])[C:13]([CH3:20])=[CH:14][C:15]=1[C:16]([NH:29][O:28][CH2:27][CH2:26][O:25][CH:23]=[CH2:24])=[O:18]. The catalyst class is: 1. (6) Reactant: [OH:1][C:2]1[CH:3]=[C:4]([CH:39]=[CH:40][CH:41]=1)[O:5][C:6]1[CH:16]=[C:15]([N:17]2[CH2:22][CH2:21][N:20]([CH2:23][C:24]3[CH2:29][CH2:28][C:27]([CH3:31])([CH3:30])[CH2:26][C:25]=3[C:32]3[CH:37]=[CH:36][C:35]([Cl:38])=[CH:34][CH:33]=3)[CH2:19][CH2:18]2)[CH:14]=[CH:13][C:7]=1[C:8]([O:10][CH2:11][CH3:12])=[O:9].[CH3:42][O:43][CH2:44]Cl.C(=O)([O-])[O-].[Cs+].[Cs+]. Product: [Cl:38][C:35]1[CH:34]=[CH:33][C:32]([C:25]2[CH2:26][C:27]([CH3:30])([CH3:31])[CH2:28][CH2:29][C:24]=2[CH2:23][N:20]2[CH2:19][CH2:18][N:17]([C:15]3[CH:14]=[CH:13][C:7]([C:8]([O:10][CH2:11][CH3:12])=[O:9])=[C:6]([O:5][C:4]4[CH:39]=[CH:40][CH:41]=[C:2]([O:1][CH2:42][O:43][CH3:44])[CH:3]=4)[CH:16]=3)[CH2:22][CH2:21]2)=[CH:37][CH:36]=1. The catalyst class is: 9.